The task is: Regression. Given two drug SMILES strings and cell line genomic features, predict the synergy score measuring deviation from expected non-interaction effect.. This data is from NCI-60 drug combinations with 297,098 pairs across 59 cell lines. Drug 1: CN1C(=O)N2C=NC(=C2N=N1)C(=O)N. Drug 2: CC1C(C(CC(O1)OC2CC(OC(C2O)C)OC3=CC4=CC5=C(C(=O)C(C(C5)C(C(=O)C(C(C)O)O)OC)OC6CC(C(C(O6)C)O)OC7CC(C(C(O7)C)O)OC8CC(C(C(O8)C)O)(C)O)C(=C4C(=C3C)O)O)O)O. Cell line: UACC62. Synergy scores: CSS=27.4, Synergy_ZIP=-1.08, Synergy_Bliss=-1.57, Synergy_Loewe=-1.99, Synergy_HSA=-1.88.